This data is from Full USPTO retrosynthesis dataset with 1.9M reactions from patents (1976-2016). The task is: Predict the reactants needed to synthesize the given product. (1) The reactants are: C(OC(=O)[NH:7][C@H:8]([CH2:24][OH:25])[CH2:9][CH2:10][N:11]1[CH2:14][CH:13]([S:15]([C:17]2[CH:22]=[CH:21][C:20]([Cl:23])=[CH:19][CH:18]=2)=[O:16])[CH2:12]1)(C)(C)C.FC(F)(F)C(O)=O. Given the product [NH2:7][C@@H:8]([CH2:9][CH2:10][N:11]1[CH2:12][CH:13]([S:15]([C:17]2[CH:18]=[CH:19][C:20]([Cl:23])=[CH:21][CH:22]=2)=[O:16])[CH2:14]1)[CH2:24][OH:25], predict the reactants needed to synthesize it. (2) The reactants are: Cl[CH2:2][CH2:3][N:4]1[CH2:9][CH2:8][CH:7]([NH:10][C:11](=[O:21])[CH2:12][C:13]2[CH:18]=[CH:17][C:16]([C:19]#[N:20])=[CH:15][CH:14]=2)[CH2:6][CH2:5]1.[C:22]1([NH:28][C:29]2[CH:34]=[CH:33][CH:32]=[CH:31][CH:30]=2)[CH:27]=[CH:26][CH:25]=[CH:24][CH:23]=1.[I-].[Na+].CCN(C(C)C)C(C)C. Given the product [C:19]([C:16]1[CH:17]=[CH:18][C:13]([CH2:12][C:11]([NH:10][CH:7]2[CH2:8][CH2:9][N:4]([CH2:3][CH2:2][N:28]([C:29]3[CH:30]=[CH:31][CH:32]=[CH:33][CH:34]=3)[C:22]3[CH:27]=[CH:26][CH:25]=[CH:24][CH:23]=3)[CH2:5][CH2:6]2)=[O:21])=[CH:14][CH:15]=1)#[N:20], predict the reactants needed to synthesize it. (3) Given the product [NH2:2][C:1]1[C:3]2[C:4](=[N:5][CH:18]=[CH:8][C:7]=2[N:9]2[CH2:14][CH2:13][N:12]([CH:15]([CH3:17])[CH3:16])[CH2:11][CH2:10]2)[S:6][C:29]=1[C:30]([NH2:32])=[O:31], predict the reactants needed to synthesize it. The reactants are: [C:1](/[C:3](=[C:7](/[N:9]1[CH2:14][CH2:13][N:12]([CH:15]([CH3:17])[CH3:16])[CH2:11][CH2:10]1)\[CH3:8])/[C:4](=[S:6])[NH2:5])#[N:2].[CH3:18]OC(OC)N(C)C.[OH-].[Na+].Cl[CH2:29][C:30]([NH2:32])=[O:31]. (4) Given the product [C:24](=[NH:23])([O:17][CH2:16][CH2:15][C:12]1[CH:13]=[CH:14][C:9]([O:8][C:5]2[CH:6]=[CH:7][C:2]([Cl:1])=[C:3]([C:19]([F:22])([F:20])[F:21])[CH:4]=2)=[C:10]([F:18])[CH:11]=1)[NH2:25], predict the reactants needed to synthesize it. The reactants are: [Cl:1][C:2]1[CH:7]=[CH:6][C:5]([O:8][C:9]2[CH:14]=[CH:13][C:12]([CH2:15][CH2:16][OH:17])=[CH:11][C:10]=2[F:18])=[CH:4][C:3]=1[C:19]([F:22])([F:21])[F:20].[N:23]#[C:24][NH2:25].FC(F)(F)S(O)(=O)=O. (5) Given the product [F:31][C:28]1[CH:29]=[C:30]([CH:25]=[CH:26][C:27]=1[F:32])[CH:17]=[CH:16][C:15]([O:19][CH2:20][CH2:21][CH2:22][CH3:23])=[O:18], predict the reactants needed to synthesize it. The reactants are: CN1CCCC1=O.C(N(CC)CC)C.[C:15]([O:19][CH2:20][CH2:21][CH2:22][CH3:23])(=[O:18])[CH:16]=[CH2:17].Br[C:25]1[CH:30]=[CH:29][C:28]([F:31])=[C:27]([F:32])[CH:26]=1. (6) Given the product [CH2:10]([O:9][C:1]([C:2]1([C:3]([O:5][CH2:6][CH3:7])=[O:4])[CH2:22][CH2:21][O:20][CH2:19][CH2:18]1)=[O:8])[CH3:11], predict the reactants needed to synthesize it. The reactants are: [C:1]([O:9][CH2:10][CH3:11])(=[O:8])[CH2:2][C:3]([O:5][CH2:6][CH3:7])=[O:4].[O-]CC.[Na+].[Na].Cl[CH2:18][CH2:19][O:20][CH2:21][CH2:22]Cl.